From a dataset of Catalyst prediction with 721,799 reactions and 888 catalyst types from USPTO. Predict which catalyst facilitates the given reaction. (1) Reactant: [N:1]([CH2:4][CH2:5][N:6]1[C:14]2[C:9](=[CH:10][CH:11]=[C:12]([CH2:15][O:16][CH:17]3[CH:22]([C:23]4[CH:28]=[CH:27][C:26]([O:29][CH2:30][CH2:31][CH2:32][O:33][CH2:34][C:35]5[CH:40]=[CH:39][CH:38]=[CH:37][C:36]=5[O:41][CH3:42])=[CH:25][CH:24]=4)[CH2:21][CH2:20][N:19]([C:43]([O:45][C:46]([CH3:49])([CH3:48])[CH3:47])=[O:44])[CH2:18]3)[CH:13]=2)[C:8]([CH3:51])([CH3:50])[CH2:7]1)=[N+]=[N-].N.C1(P(C2C=CC=CC=2)C2C=CC=CC=2)C=CC=CC=1. Product: [NH2:1][CH2:4][CH2:5][N:6]1[C:14]2[C:9](=[CH:10][CH:11]=[C:12]([CH2:15][O:16][CH:17]3[CH:22]([C:23]4[CH:28]=[CH:27][C:26]([O:29][CH2:30][CH2:31][CH2:32][O:33][CH2:34][C:35]5[CH:40]=[CH:39][CH:38]=[CH:37][C:36]=5[O:41][CH3:42])=[CH:25][CH:24]=4)[CH2:21][CH2:20][N:19]([C:43]([O:45][C:46]([CH3:49])([CH3:48])[CH3:47])=[O:44])[CH2:18]3)[CH:13]=2)[C:8]([CH3:51])([CH3:50])[CH2:7]1. The catalyst class is: 670. (2) Reactant: [C:1]([O:5][C:6]([NH:8][C@H:9]([CH3:14])[CH2:10][C:11]([OH:13])=O)=[O:7])([CH3:4])([CH3:3])[CH3:2].C(Cl)CCl.C1C=CC2N(O)N=NC=2C=1.Cl.[CH3:30][NH:31][O:32][CH3:33]. Product: [CH3:33][O:32][N:31]([CH3:30])[C:11](=[O:13])[CH2:10][C@H:9]([NH:8][C:6](=[O:7])[O:5][C:1]([CH3:2])([CH3:3])[CH3:4])[CH3:14]. The catalyst class is: 85. (3) Reactant: Br[C:2]1[CH:3]=[CH:4][C:5]2[N:6]([C:8]([C:11]([O:13][CH2:14][CH3:15])=[O:12])=[CH:9][N:10]=2)[CH:7]=1.[C:16]([O:20][C:21]([CH3:24])([CH3:23])[CH3:22])(=[O:19])[CH:17]=[CH2:18].[B-](F)(F)(F)F.CC([PH+](C(C)(C)C)C(C)(C)C)(C)C.C1(CNCC2CCCCC2)CCCCC1. Product: [C:21]([O:20][C:16](=[O:19])[CH:17]=[CH:18][C:2]1[CH:3]=[CH:4][C:5]2[N:6]([C:8]([C:11]([O:13][CH2:14][CH3:15])=[O:12])=[CH:9][N:10]=2)[CH:7]=1)([CH3:24])([CH3:23])[CH3:22]. The catalyst class is: 62. (4) Reactant: [Si:1]([O:8][CH:9]1[CH2:14][CH:13]([CH3:15])[CH2:12][C:11]([C:16]2[CH:21]=[CH:20][N:19]=[CH:18][C:17]=2[NH2:22])=[CH:10]1)([C:4]([CH3:7])([CH3:6])[CH3:5])([CH3:3])[CH3:2].[Br:23][C:24]1[N:29]=[C:28]([C:30](O)=[O:31])[CH:27]=[CH:26][C:25]=1[F:33]. Product: [Br:23][C:24]1[N:29]=[C:28]([C:30]([NH:22][C:17]2[CH:18]=[N:19][CH:20]=[CH:21][C:16]=2[C:11]2[CH2:12][CH:13]([CH3:15])[CH2:14][CH:9]([O:8][Si:1]([C:4]([CH3:7])([CH3:5])[CH3:6])([CH3:3])[CH3:2])[CH:10]=2)=[O:31])[CH:27]=[CH:26][C:25]=1[F:33]. The catalyst class is: 25. (5) Reactant: [CH3:1][C:2]1[CH:10]=[CH:9][CH:8]=[C:7]2[C:3]=1[CH2:4][CH2:5][C:6]2=O.[NH:12]1[C:20]2[C:15](=[CH:16][CH:17]=[CH:18][CH:19]=2)[CH2:14][C:13]1=[O:21].N1CCCCC1.Cl. Product: [CH3:1][C:2]1[CH:10]=[CH:9][CH:8]=[C:7]2[C:3]=1[CH2:4][CH2:5][C:6]2=[C:14]1[C:15]2[C:20](=[CH:19][CH:18]=[CH:17][CH:16]=2)[NH:12][C:13]1=[O:21]. The catalyst class is: 9. (6) Reactant: [CH:1]([C:3]1[N:8]=[C:7]([C:9]([OH:11])=[O:10])[CH:6]=[CH:5][CH:4]=1)=O.[NH:12]1[CH2:17][CH2:16][O:15][CH2:14][CH2:13]1.C(O)(=O)C.C(O[BH-](OC(=O)C)OC(=O)C)(=O)C.[Na+]. Product: [N:12]1([CH2:1][C:3]2[N:8]=[C:7]([C:9]([OH:11])=[O:10])[CH:6]=[CH:5][CH:4]=2)[CH2:17][CH2:16][O:15][CH2:14][CH2:13]1. The catalyst class is: 98. (7) The catalyst class is: 325. Product: [F:59][C:53]1[C:54]([F:58])=[CH:55][CH:56]=[CH:57][C:52]=1[NH:51][C:49](=[O:50])[CH2:48][N:46]1[CH:47]=[C:43]([NH:42][CH:12]2[C:11]3[C:16](=[CH:17][C:8]([O:7][CH3:6])=[CH:9][C:10]=3[O:19][CH2:20][C@H:21]3[CH2:25][CH2:24][CH2:23][N:22]3[C:26]([O:28][C:29]([CH3:31])([CH3:32])[CH3:30])=[O:27])[N:15]=[CH:14][NH:13]2)[CH:44]=[N:45]1. Reactant: P(Cl)(Cl)(Cl)=O.[CH3:6][O:7][C:8]1[CH:17]=[C:16]2[C:11]([C:12](=O)[NH:13][CH:14]=[N:15]2)=[C:10]([O:19][CH2:20][C@H:21]2[CH2:25][CH2:24][CH2:23][N:22]2[C:26]([O:28][C:29]([CH3:32])([CH3:31])[CH3:30])=[O:27])[CH:9]=1.C(N(C(C)C)CC)(C)C.[NH2:42][C:43]1[CH:44]=[N:45][N:46]([CH2:48][C:49]([NH:51][C:52]2[CH:57]=[CH:56][CH:55]=[C:54]([F:58])[C:53]=2[F:59])=[O:50])[CH:47]=1.